Dataset: Forward reaction prediction with 1.9M reactions from USPTO patents (1976-2016). Task: Predict the product of the given reaction. Given the reactants Br[C:2]1[C:9]([O:10][CH2:11][CH3:12])=[C:8]([O:13][CH3:14])[CH:7]=[CH:6][C:3]=1[CH:4]=[O:5].CC([O-])=O.[K+].[B:20]1([B:20]2[O:24][C:23]([CH3:26])([CH3:25])[C:22]([CH3:28])([CH3:27])[O:21]2)[O:24][C:23]([CH3:26])([CH3:25])[C:22]([CH3:28])([CH3:27])[O:21]1, predict the reaction product. The product is: [CH2:11]([O:10][C:9]1[C:2]([B:20]2[O:24][C:23]([CH3:26])([CH3:25])[C:22]([CH3:28])([CH3:27])[O:21]2)=[C:3]([CH:6]=[CH:7][C:8]=1[O:13][CH3:14])[CH:4]=[O:5])[CH3:12].